Dataset: Aqueous solubility values for 9,982 compounds from the AqSolDB database. Task: Regression/Classification. Given a drug SMILES string, predict its absorption, distribution, metabolism, or excretion properties. Task type varies by dataset: regression for continuous measurements (e.g., permeability, clearance, half-life) or binary classification for categorical outcomes (e.g., BBB penetration, CYP inhibition). For this dataset (solubility_aqsoldb), we predict Y. (1) The compound is c1ccc(-c2nc3ncncc3[nH]2)cc1. The Y is -3.06 log mol/L. (2) The compound is O=C(O)c1ccccc1C1OC(=O)c2ccccc21. The Y is -3.10 log mol/L. (3) The molecule is Cc1cnc(NS(=O)(=O)c2ccc(N)cc2)nc1. The Y is -2.82 log mol/L. (4) The drug is O=C([O-])C(O)[C@H](O)[C@@H](O)[C@H](O)[C@H](O)CO.[Na+]. The Y is 0.707 log mol/L. (5) The molecule is CC(C)NC(=O)N1CC(=O)N(c2cc(Cl)cc(Cl)c2)C1=O. The Y is -4.38 log mol/L.